This data is from Full USPTO retrosynthesis dataset with 1.9M reactions from patents (1976-2016). The task is: Predict the reactants needed to synthesize the given product. (1) The reactants are: CN(/[CH:4]=[C:5]1/[CH2:6][C:7](=[O:21])[NH:8][C:9]2[CH:16]=[C:15]([C:17]([F:20])([F:19])[F:18])[CH:14]=[CH:13][C:10]=2[C:11]/1=O)C.[C:22]([O:26][C:27](=[O:43])[NH:28][CH2:29][CH2:30][CH2:31][C:32]1[CH:33]=[N:34][C:35]([CH3:42])=[C:36]([NH:38][C:39]([NH2:41])=[NH:40])[CH:37]=1)([CH3:25])([CH3:24])[CH3:23].C(=O)([O-])[O-].[K+].[K+]. Given the product [C:22]([O:26][C:27](=[O:43])[NH:28][CH2:29][CH2:30][CH2:31][C:32]1[CH:33]=[N:34][C:35]([CH3:42])=[C:36]([NH:38][C:39]2[N:41]=[CH:4][C:5]3[CH2:6][C:7](=[O:21])[NH:8][C:9]4[CH:16]=[C:15]([C:17]([F:20])([F:18])[F:19])[CH:14]=[CH:13][C:10]=4[C:11]=3[N:40]=2)[CH:37]=1)([CH3:24])([CH3:25])[CH3:23], predict the reactants needed to synthesize it. (2) Given the product [NH2:28][C:27]1[CH:26]=[CH:25][C:11]([C:12]([N:14]([CH2:15][CH2:16][CH:17]([CH3:18])[CH3:19])[CH2:20][CH2:21][CH:22]([CH3:23])[CH3:24])=[O:13])=[CH:10][C:9]=1[NH:8][CH2:7][CH2:6][CH:2]1[O:1][CH2:5][CH2:4][O:3]1, predict the reactants needed to synthesize it. The reactants are: [O:1]1[CH2:5][CH2:4][O:3][CH:2]1[CH2:6][CH2:7][NH:8][C:9]1[CH:10]=[C:11]([CH:25]=[CH:26][C:27]=1[N+:28]([O-])=O)[C:12]([N:14]([CH2:20][CH2:21][CH:22]([CH3:24])[CH3:23])[CH2:15][CH2:16][CH:17]([CH3:19])[CH3:18])=[O:13]. (3) Given the product [F:52][C:2]1([F:1])[CH:7]([O:8][C:9]2[C:14]([C:15]#[N:16])=[CH:13][C:12]([C:17]3[CH:22]=[CH:21][N:20]=[C:19]4[NH:23][C:24]([C:26]5[CH:31]=[CH:30][C:29]([N:32]6[CH2:33][CH2:34][N:35]([CH:38]7[CH2:41][O:40][CH2:39]7)[CH2:36][CH2:37]6)=[CH:28][CH:27]=5)=[CH:25][C:18]=34)=[N:11][CH:10]=2)[CH2:6][CH2:5][N:4]([C:53](=[O:56])[CH2:61][OH:62])[CH2:3]1, predict the reactants needed to synthesize it. The reactants are: [F:1][C:2]1([F:52])[CH:7]([O:8][C:9]2[C:14]([C:15]#[N:16])=[CH:13][C:12]([C:17]3[CH:22]=[CH:21][N:20]=[C:19]4[N:23](S(C5C=CC(C)=CC=5)(=O)=O)[C:24]([C:26]5[CH:31]=[CH:30][C:29]([N:32]6[CH2:37][CH2:36][N:35]([CH:38]7[CH2:41][O:40][CH2:39]7)[CH2:34][CH2:33]6)=[CH:28][CH:27]=5)=[CH:25][C:18]=34)=[N:11][CH:10]=2)[CH2:6][CH2:5][NH:4][CH2:3]1.[C:53]([O-:56])([O-])=O.[Cs+].[Cs+].C1C[O:62][CH2:61]C1.